From a dataset of Catalyst prediction with 721,799 reactions and 888 catalyst types from USPTO. Predict which catalyst facilitates the given reaction. (1) Reactant: [NH2:1][C@H:2]([C:14]([O:16][CH3:17])=[O:15])[CH2:3][C:4]1[CH:13]=[CH:12][C:7]([C:8]([O:10][CH3:11])=[O:9])=[CH:6][CH:5]=1.CCN(C(C)C)C(C)C.[C:27]([C:31]1[CH:39]=[CH:38][C:34]([C:35](Cl)=[O:36])=[CH:33][CH:32]=1)([CH3:30])([CH3:29])[CH3:28]. Product: [C:27]([C:31]1[CH:32]=[CH:33][C:34]([C:35]([NH:1][C@H:2]([C:14]([O:16][CH3:17])=[O:15])[CH2:3][C:4]2[CH:13]=[CH:12][C:7]([C:8]([O:10][CH3:11])=[O:9])=[CH:6][CH:5]=2)=[O:36])=[CH:38][CH:39]=1)([CH3:30])([CH3:28])[CH3:29]. The catalyst class is: 2. (2) Reactant: [F:1][C:2]1[CH:7]=[C:6]([F:8])[CH:5]=[CH:4][C:3]=1[C:9]1([CH2:12][N:13]2[CH:17]=[N:16][CH:15]=[N:14]2)[CH2:11][O:10]1.[N-:18]=[N+:19]=[N-:20].[Na+].[Cl-].[NH4+]. Product: [N:18]([CH2:11][C:9]([C:3]1[CH:4]=[CH:5][C:6]([F:8])=[CH:7][C:2]=1[F:1])([OH:10])[CH2:12][N:13]1[CH:17]=[N:16][CH:15]=[N:14]1)=[N+:19]=[N-:20]. The catalyst class is: 5. (3) Reactant: [C:1]([NH:8][CH2:9][CH2:10][OH:11])([O:3][C:4]([CH3:7])([CH3:6])[CH3:5])=[O:2].[C:12](Cl)(=[O:14])[CH3:13]. Product: [C:1]([NH:8][CH2:9][CH2:10][O:11][C:12](=[O:14])[CH3:13])([O:3][C:4]([CH3:5])([CH3:6])[CH3:7])=[O:2]. The catalyst class is: 2. (4) Reactant: [Br:1][C:2]1[CH:14]=[CH:13][C:12]([C:15](O)=[O:16])=[C:11]2[C:3]=1[C:4]1[CH:5]([CH3:23])[CH2:6][CH:7]([C:18]([O:20][CH2:21][CH3:22])=[O:19])[CH2:8][C:9]=1[NH:10]2.O[N:25]1C2N=CC=CC=2N=N1.C(Cl)CCl. Product: [Br:1][C:2]1[CH:14]=[CH:13][C:12]([C:15](=[O:16])[NH2:25])=[C:11]2[C:3]=1[C:4]1[CH:5]([CH3:23])[CH2:6][CH:7]([C:18]([O:20][CH2:21][CH3:22])=[O:19])[CH2:8][C:9]=1[NH:10]2. The catalyst class is: 249. (5) Reactant: Cl[C:2]1[C:11]([C:12]([OH:14])=[O:13])=[CH:10][C:9]2[C:4](=[CH:5][CH:6]=[C:7]([Cl:15])[CH:8]=2)[N:3]=1.[NH2:16][C@@H:17]([CH2:21][C:22]1[CH:27]=[CH:26][C:25]([O:28][C:29]2[CH:38]=[CH:37][C:36]3[C:31](=[N:32][CH:33]=[C:34]([Br:39])[CH:35]=3)[N:30]=2)=[CH:24][CH:23]=1)[C:18]([OH:20])=[O:19]. Product: [Br:39][C:34]1[CH:35]=[C:36]2[C:31](=[N:32][CH:33]=1)[N:30]=[C:29]([O:28][C:25]1[CH:24]=[CH:23][C:22]([CH2:21][C@H:17]([NH:16][C:2]3[C:11]([C:12]([OH:14])=[O:13])=[CH:10][C:9]4[C:4](=[CH:5][CH:6]=[C:7]([Cl:15])[CH:8]=4)[N:3]=3)[C:18]([OH:20])=[O:19])=[CH:27][CH:26]=1)[CH:38]=[CH:37]2. The catalyst class is: 16. (6) Reactant: [F:1][C:2]1[CH:7]=[CH:6][CH:5]=[CH:4][C:3]=1[NH2:8].[B-](F)(F)(F)F.[B-](F)(F)(F)F.C1[N+]2(CCl)CC[N+](F)(CC2)C1.[C:30]([S-:32])#[N:31].[K+]. Product: [F:1][C:2]1[CH:7]=[C:6]([S:32][C:30]#[N:31])[CH:5]=[CH:4][C:3]=1[NH2:8]. The catalyst class is: 10. (7) Reactant: [N:1]([CH2:4][C:5]1([CH2:11][N:12]=[N+]=[N-])[CH2:8][S:7](=[O:10])(=[O:9])[CH2:6]1)=[N+]=[N-]. The catalyst class is: 19. Product: [O:9]=[S:7]1(=[O:10])[CH2:8][C:5]([CH2:11][NH2:12])([CH2:4][NH2:1])[CH2:6]1.